Dataset: Full USPTO retrosynthesis dataset with 1.9M reactions from patents (1976-2016). Task: Predict the reactants needed to synthesize the given product. (1) Given the product [Br:41][CH2:6][C:7]1[C:11]([C:12]([O:14][CH3:15])=[O:13])=[C:10]([CH:16]([CH3:18])[CH3:17])[O:9][N:8]=1, predict the reactants needed to synthesize it. The reactants are: CC(O[CH2:6][C:7]1[C:11]([C:12]([O:14][CH3:15])=[O:13])=[C:10]([CH:16]([CH3:18])[CH3:17])[O:9][N:8]=1)(C)C.FC(F)(F)C(O)=O.OCC1C(C(OC)=O)=C(C(C)C)ON=1.C(Br)(Br)(Br)[Br:41].C1(P(C2C=CC=CC=2)C2C=CC=CC=2)C=CC=CC=1. (2) Given the product [C:19]([C:18]1[CH:17]=[CH:16][C:15]([N:14]2[C:10]([C:8]3[C:7]([CH3:23])=[C:6]([C:24]4[CH:29]=[CH:28][CH:27]=[C:26]([C:30]([F:32])([F:33])[F:31])[CH:25]=4)[C:5]4[N:4]([N:3]=[C:2]([NH:1][C:46](=[O:47])[CH2:45][CH2:44][C:43]([OH:48])=[O:42])[N:34]=4)[CH:9]=3)=[CH:11][CH:12]=[N:13]2)=[CH:22][CH:21]=1)#[N:20], predict the reactants needed to synthesize it. The reactants are: [NH2:1][C:2]1[N:34]=[C:5]2[C:6]([C:24]3[CH:29]=[CH:28][CH:27]=[C:26]([C:30]([F:33])([F:32])[F:31])[CH:25]=3)=[C:7]([CH3:23])[C:8]([C:10]3[N:14]([C:15]4[CH:22]=[CH:21][C:18]([C:19]#[N:20])=[CH:17][CH:16]=4)[N:13]=[CH:12][CH:11]=3)=[CH:9][N:4]2[N:3]=1.CN1CCOCC1.[O:42]1[C:46](=[O:47])[CH2:45][CH2:44][C:43]1=[O:48]. (3) Given the product [CH3:19][C:11]1[O:10][N:9]=[C:8]([C:5]2[CH:6]=[CH:7][C:2]([C:27]#[N:28])=[CH:3][CH:4]=2)[C:12]=1[C:13]1[CH:18]=[CH:17][CH:16]=[CH:15][CH:14]=1, predict the reactants needed to synthesize it. The reactants are: Br[C:2]1[CH:7]=[CH:6][C:5]([C:8]2[C:12]([C:13]3[CH:18]=[CH:17][CH:16]=[CH:15][CH:14]=3)=[C:11]([CH3:19])[O:10][N:9]=2)=[CH:4][CH:3]=1.C(OCC)(=O)C.O.[CH3:27][N:28](C=O)C. (4) Given the product [Cl:20][C:21]1[C:22]([N:27]2[C:31]([C:32]3[O:13][C:12](=[O:14])[C:11]4[C:2](=[C:3]([CH3:19])[C:4]5[C:9]([CH:10]=4)=[N:8][C:7]([C:15]([F:18])([F:16])[F:17])=[CH:6][CH:5]=5)[N:1]=3)=[CH:30][C:29]([C:35]([F:38])([F:36])[F:37])=[N:28]2)=[N:23][CH:24]=[CH:25][CH:26]=1, predict the reactants needed to synthesize it. The reactants are: [NH2:1][C:2]1[C:3]([CH3:19])=[C:4]2[C:9](=[CH:10][C:11]=1[C:12]([OH:14])=[O:13])[N:8]=[C:7]([C:15]([F:18])([F:17])[F:16])[CH:6]=[CH:5]2.[Cl:20][C:21]1[C:22]([N:27]2[C:31]([C:32](O)=O)=[CH:30][C:29]([C:35]([F:38])([F:37])[F:36])=[N:28]2)=[N:23][CH:24]=[CH:25][CH:26]=1.N1C=CC=CC=1.CS(Cl)(=O)=O.